The task is: Predict which catalyst facilitates the given reaction.. This data is from Catalyst prediction with 721,799 reactions and 888 catalyst types from USPTO. (1) Reactant: [N+:1]([O-:4])(O)=[O:2].[C:5]([C:13]1[C:14](=[O:25])[O:15][C:16]2[C:21]([CH:22]=1)=[CH:20][C:19]([OH:23])=[C:18]([OH:24])[CH:17]=2)(=[O:12])[C:6]1[CH:11]=[CH:10][CH:9]=[CH:8][CH:7]=1. Product: [C:5]([C:13]1[C:14](=[O:25])[O:15][C:16]2[C:21]([CH:22]=1)=[C:20]([N+:1]([O-:4])=[O:2])[C:19]([OH:23])=[C:18]([OH:24])[CH:17]=2)(=[O:12])[C:6]1[CH:7]=[CH:8][CH:9]=[CH:10][CH:11]=1. The catalyst class is: 13. (2) Reactant: [CH3:1][O:2][C:3]1[CH:4]=[C:5]2[C:10](=[CH:11][C:12]=1[O:13][CH2:14]C1CO1)[N:9]=[CH:8][CH:7]=[C:6]2[O:18][C:19]1[C:20]([C:29](=[O:31])[CH3:30])=[N:21][C:22]2[C:27]([CH:28]=1)=[CH:26][CH:25]=[CH:24][CH:23]=2.F[C:33](F)(F)[C:34]([OH:36])=O.[OH-:39].[Na+].O. Product: [OH:39][CH:33]([CH2:34][OH:36])[CH2:14][O:13][C:12]1[CH:11]=[C:10]2[C:5]([C:6]([O:18][C:19]3[C:20]([C:29](=[O:31])[CH3:30])=[N:21][C:22]4[C:27]([CH:28]=3)=[CH:26][CH:25]=[CH:24][CH:23]=4)=[CH:7][CH:8]=[N:9]2)=[CH:4][C:3]=1[O:2][CH3:1]. The catalyst class is: 2. (3) Reactant: [NH2:1][C:2]1[CH:7]=[CH:6][C:5]([Cl:8])=[CH:4][C:3]=1[C:9]([C:11]1[CH:16]=[CH:15][N:14]=[CH:13][CH:12]=1)=[O:10].[S:17]1[CH:21]=[C:20]([C:22]2[CH:27]=[CH:26][C:25]([S:28](Cl)(=[O:30])=[O:29])=[CH:24][CH:23]=2)[N:19]=[N:18]1. Product: [Cl:8][C:5]1[CH:6]=[CH:7][C:2]([NH:1][S:28]([C:25]2[CH:26]=[CH:27][C:22]([C:20]3[N:19]=[N:18][S:17][CH:21]=3)=[CH:23][CH:24]=2)(=[O:30])=[O:29])=[C:3]([C:9]([C:11]2[CH:16]=[CH:15][N:14]=[CH:13][CH:12]=2)=[O:10])[CH:4]=1. The catalyst class is: 17.